This data is from Reaction yield outcomes from USPTO patents with 853,638 reactions. The task is: Predict the reaction yield, written as a fraction of the theoretical maximum amount of product (1.0 means a 100% yield; for example, 0.34 means a 34% yield). The reactants are [C:1]([C:5]1[CH:9]=[C:8]([NH:10][C:11]([NH:13][C@@H:14]2[C:23]3[C:18](=[CH:19][CH:20]=[CH:21][CH:22]=3)[C@H:17]([O:24][C:25]3[CH:26]=[CH:27][C:28]4[N:29]([C:31]([N:34]5[CH2:39][CH2:38][CH2:37][CH2:36][CH2:35]5)=[N:32][N:33]=4)[CH:30]=3)[CH2:16][CH2:15]2)=[O:12])[N:7]([C:40]2[CH:41]=[N:42][N:43]([CH2:45][CH2:46][CH2:47][O:48]C3CCCCO3)[CH:44]=2)[N:6]=1)([CH3:4])([CH3:3])[CH3:2].C1(C)C=CC(S([O-])(=O)=O)=CC=1.[NH+]1C=CC=CC=1.O.C([O-])(O)=O.[Na+]. The catalyst is CO. The product is [C:1]([C:5]1[CH:9]=[C:8]([NH:10][C:11]([NH:13][C@@H:14]2[C:23]3[C:18](=[CH:19][CH:20]=[CH:21][CH:22]=3)[C@H:17]([O:24][C:25]3[CH:26]=[CH:27][C:28]4[N:29]([C:31]([N:34]5[CH2:35][CH2:36][CH2:37][CH2:38][CH2:39]5)=[N:32][N:33]=4)[CH:30]=3)[CH2:16][CH2:15]2)=[O:12])[N:7]([C:40]2[CH:41]=[N:42][N:43]([CH2:45][CH2:46][CH2:47][OH:48])[CH:44]=2)[N:6]=1)([CH3:4])([CH3:2])[CH3:3]. The yield is 0.700.